From a dataset of Full USPTO retrosynthesis dataset with 1.9M reactions from patents (1976-2016). Predict the reactants needed to synthesize the given product. (1) Given the product [C:1]([N:4]1[CH2:5][CH2:6][N:7]([C:10]2[N:15]=[C:14]([O:16][CH2:17][CH2:18][O:19][CH3:20])[C:13]([NH:21][C:22]([C:24]3[C:28]4[C:29](=[O:43])[N:30]([CH2:33][CH2:34][OH:35])[CH2:31][CH2:32][C:27]=4[O:26][CH:25]=3)=[O:23])=[CH:12][CH:11]=2)[CH2:8][CH2:9]1)(=[O:3])[CH3:2], predict the reactants needed to synthesize it. The reactants are: [C:1]([N:4]1[CH2:9][CH2:8][N:7]([C:10]2[N:15]=[C:14]([O:16][CH2:17][CH2:18][O:19][CH3:20])[C:13]([NH:21][C:22]([C:24]3[C:28]4[C:29](=[O:43])[N:30]([CH2:33][CH2:34][O:35]CC5C=CC=CC=5)[CH2:31][CH2:32][C:27]=4[O:26][CH:25]=3)=[O:23])=[CH:12][CH:11]=2)[CH2:6][CH2:5]1)(=[O:3])[CH3:2].C(N1CCN(C2N=C(OCC)C(NC(C3C4C(=O)N(CCOCC5C=CC=CC=5)CCC=4OC=3)=O)=CC=2)CC1)(=O)C. (2) Given the product [CH3:1][C:2]1([CH3:23])[CH2:6][C:5]2[CH:7]=[CH:8][CH:9]=[C:10]([NH:11][C:12]3[O:13][CH2:14][C:15]4[CH:21]=[C:20]([NH:22][CH2:29][C:25]5[NH:24][CH:28]=[CH:27][N:26]=5)[CH:19]=[CH:18][C:16]=4[N:17]=3)[C:4]=2[O:3]1, predict the reactants needed to synthesize it. The reactants are: [CH3:1][C:2]1([CH3:23])[CH2:6][C:5]2[CH:7]=[CH:8][CH:9]=[C:10]([NH:11][C:12]3[O:13][CH2:14][C:15]4[CH:21]=[C:20]([NH2:22])[CH:19]=[CH:18][C:16]=4[N:17]=3)[C:4]=2[O:3]1.[NH:24]1[CH:28]=[CH:27][N:26]=[C:25]1[CH:29]=O. (3) Given the product [Cl:16][C:17]1[CH:22]=[CH:21][CH:20]=[CH:19][C:18]=1[S:23]([N:9]1[CH2:8][CH2:7][C:6]2([C:4](=[O:5])[N:37]([C:34]3[CH:35]=[CH:36][C:31]([O:30][CH:29]([CH3:38])[C:28]([F:27])([F:39])[F:40])=[CH:32][CH:33]=3)[CH2:13][CH2:12]2)[CH2:11][CH2:10]1)(=[O:25])=[O:24], predict the reactants needed to synthesize it. The reactants are: C(O[C:4]([C:6]1([CH2:12][CH2:13]OC)[CH2:11][CH2:10][NH:9][CH2:8][CH2:7]1)=[O:5])C.[Cl:16][C:17]1[CH:22]=[CH:21][CH:20]=[CH:19][C:18]=1[S:23](Cl)(=[O:25])=[O:24].[F:27][C:28]([F:40])([F:39])[CH:29]([CH3:38])[O:30][C:31]1[CH:36]=[CH:35][C:34]([NH2:37])=[CH:33][CH:32]=1. (4) Given the product [C:36]([N:39]1[CH2:40][CH2:41][CH:42]([C:43]([NH:1][CH2:2][CH2:3][CH2:4][N:5]([C:13]2[S:14][CH:15]=[C:16]([C:18]3[O:19][C:20]4[CH:26]=[CH:25][CH:24]=[CH:23][C:21]=4[CH:22]=3)[N:17]=2)[C:6]([C:8]2[S:9][CH:10]=[CH:11][CH:12]=2)=[O:7])=[O:44])[CH2:46][CH2:47]1)(=[O:38])[CH3:37], predict the reactants needed to synthesize it. The reactants are: [NH2:1][CH2:2][CH2:3][CH2:4][N:5]([C:13]1[S:14][CH:15]=[C:16]([C:18]2[O:19][C:20]3[CH:26]=[CH:25][CH:24]=[CH:23][C:21]=3[CH:22]=2)[N:17]=1)[C:6]([C:8]1[S:9][CH:10]=[CH:11][CH:12]=1)=[O:7].C(N(CC)C(C)C)(C)C.[C:36]([N:39]1[CH2:47][CH2:46][CH:42]([C:43](Cl)=[O:44])[CH2:41][CH2:40]1)(=[O:38])[CH3:37]. (5) Given the product [C:34]([C:30]1[CH:29]=[C:28]([CH:33]=[CH:32][CH:31]=1)[CH2:27][N:25]1[CH:26]=[C:22]([NH:21][C:19]([C:6]2[C:5]3[C:9](=[CH:10][C:2]([N:78]4[CH2:79][CH2:80][CH:76]([OH:75])[CH2:77]4)=[CH:3][CH:4]=3)[N:8]([CH2:11][O:12][CH2:13][CH2:14][Si:15]([CH3:16])([CH3:18])[CH3:17])[N:7]=2)=[O:20])[CH:23]=[N:24]1)#[N:35], predict the reactants needed to synthesize it. The reactants are: Br[C:2]1[CH:10]=[C:9]2[C:5]([C:6]([C:19]([NH:21][C:22]3[CH:23]=[N:24][N:25]([CH2:27][C:28]4[CH:33]=[CH:32][CH:31]=[C:30]([C:34]#[N:35])[CH:29]=4)[CH:26]=3)=[O:20])=[N:7][N:8]2[CH2:11][O:12][CH2:13][CH2:14][Si:15]([CH3:18])([CH3:17])[CH3:16])=[CH:4][CH:3]=1.C(=O)([O-])[O-].[Cs+].[Cs+].CC(OC1C=CC=C(OC(C)C)C=1C1C(P(C2CCCCC2)C2CCCCC2)=CC=CC=1)C.[OH:75][CH:76]1[CH2:80][CH2:79][NH:78][CH2:77]1. (6) Given the product [CH3:13][N:14]([CH3:19])[CH2:15][CH2:16][N:17]([CH3:18])[C:8](=[O:9])[C:7]1[CH:11]=[CH:12][C:4]([N+:1]([O-:3])=[O:2])=[CH:5][CH:6]=1, predict the reactants needed to synthesize it. The reactants are: [N+:1]([C:4]1[CH:12]=[CH:11][C:7]([C:8](Cl)=[O:9])=[CH:6][CH:5]=1)([O-:3])=[O:2].[CH3:13][N:14]([CH3:19])[CH2:15][CH2:16][NH:17][CH3:18]. (7) Given the product [C:12]([O:16][C:17]([O:11][C:8]1[CH:7]=[CH:6][C:5]([C:1]([CH3:4])([CH3:2])[CH3:3])=[CH:10][CH:9]=1)=[O:18])([CH3:15])([CH3:14])[CH3:13], predict the reactants needed to synthesize it. The reactants are: [C:1]([C:5]1[CH:10]=[CH:9][C:8]([OH:11])=[CH:7][CH:6]=1)([CH3:4])([CH3:3])[CH3:2].[C:12]([O:16][C:17](O[C:17]([O:16][C:12]([CH3:15])([CH3:14])[CH3:13])=[O:18])=[O:18])([CH3:15])([CH3:14])[CH3:13].